Dataset: Full USPTO retrosynthesis dataset with 1.9M reactions from patents (1976-2016). Task: Predict the reactants needed to synthesize the given product. The reactants are: CS(O[CH2:6][CH2:7][C:8]1[CH:13]=[CH:12][C:11]([NH:14][C:15]2[N:24]=[CH:23][C:22]3[CH2:21][C@@H:20]([C:25]4[CH:30]=[CH:29][C:28]([Cl:31])=[CH:27][CH:26]=4)[C:19]4[CH:32]=[CH:33][CH:34]=[CH:35][C:18]=4[C:17]=3[N:16]=2)=[CH:10][CH:9]=1)(=O)=O.[NH:36]1[CH2:41][CH2:40][CH2:39][CH2:38][CH2:37]1. Given the product [ClH:31].[Cl:31][C:28]1[CH:27]=[CH:26][C:25]([C@H:20]2[C:19]3[CH:32]=[CH:33][CH:34]=[CH:35][C:18]=3[C:17]3[N:16]=[C:15]([NH:14][C:11]4[CH:12]=[CH:13][C:8]([CH2:7][CH2:6][N:36]5[CH2:41][CH2:40][CH2:39][CH2:38][CH2:37]5)=[CH:9][CH:10]=4)[N:24]=[CH:23][C:22]=3[CH2:21]2)=[CH:30][CH:29]=1, predict the reactants needed to synthesize it.